This data is from Full USPTO retrosynthesis dataset with 1.9M reactions from patents (1976-2016). The task is: Predict the reactants needed to synthesize the given product. (1) Given the product [CH:19]([Si:4]([CH:1]([CH3:3])[CH3:2])([CH:16]([CH3:18])[CH3:17])[O:5][CH2:6][C:7]1[CH:8]=[C:9]2[C:13](=[CH:14][CH:15]=1)[NH:12][CH:11]=[C:10]2[C:22](=[O:24])[CH3:23])([CH3:21])[CH3:20], predict the reactants needed to synthesize it. The reactants are: [CH:1]([Si:4]([CH:19]([CH3:21])[CH3:20])([CH:16]([CH3:18])[CH3:17])[O:5][CH2:6][C:7]1[CH:8]=[C:9]2[C:13](=[CH:14][CH:15]=1)[NH:12][CH:11]=[CH:10]2)([CH3:3])[CH3:2].[C:22](C1C2C(=CC=C(OC(F)(F)F)C=2)N(CC(O)=O)C=1)(=[O:24])[CH3:23]. (2) Given the product [CH2:13]([O:20][C:21](=[O:45])[CH2:22][C@:23]1([C:35]([O:37][CH2:38][C:39]2[CH:40]=[CH:41][CH:42]=[CH:43][CH:44]=2)=[O:36])[O:27][N:26]=[C:25]([C:28]2[CH:33]=[CH:32][CH:31]=[C:30]([O:34][C:8](=[O:9])[C:7]3[CH:6]=[CH:5][C:4]([N+:1]([O-:3])=[O:2])=[CH:12][CH:11]=3)[CH:29]=2)[CH2:24]1)[C:14]1[CH:19]=[CH:18][CH:17]=[CH:16][CH:15]=1, predict the reactants needed to synthesize it. The reactants are: [N+:1]([C:4]1[CH:12]=[CH:11][C:7]([C:8](Cl)=[O:9])=[CH:6][CH:5]=1)([O-:3])=[O:2].[CH2:13]([O:20][C:21](=[O:45])[CH2:22][C@:23]1([C:35]([O:37][CH2:38][C:39]2[CH:44]=[CH:43][CH:42]=[CH:41][CH:40]=2)=[O:36])[O:27][N:26]=[C:25]([C:28]2[CH:33]=[CH:32][CH:31]=[C:30]([OH:34])[CH:29]=2)[CH2:24]1)[C:14]1[CH:19]=[CH:18][CH:17]=[CH:16][CH:15]=1.C(OCC)(=O)C.Cl. (3) Given the product [Br:19][C@H:13]([CH2:12][CH2:11][C:9]([O:8][CH2:7][C:4]1[CH:5]=[CH:6][CH:1]=[CH:2][CH:3]=1)=[O:10])[C:14]([OH:16])=[O:15], predict the reactants needed to synthesize it. The reactants are: [CH:1]1[CH:6]=[CH:5][C:4]([CH2:7][O:8][C:9]([CH2:11][CH2:12][C@@H:13](N)[C:14]([OH:16])=[O:15])=[O:10])=[CH:3][CH:2]=1.[K+].[Br-:19].N([O-])=O.[Na+].